From a dataset of Catalyst prediction with 721,799 reactions and 888 catalyst types from USPTO. Predict which catalyst facilitates the given reaction. Reactant: [F:1][C:2]1[C:22](F)=[CH:21][C:5]2=[N:6][C:7]3[N:8]([CH3:20])[CH:9]=[C:10]([C:15]([O:17][CH2:18][CH3:19])=[O:16])[C:11](=[O:14])[C:12]=3[CH:13]=[C:4]2[CH:3]=1.[CH:24]1([NH2:30])[CH2:29][CH2:28][CH2:27][CH2:26][CH2:25]1. Product: [CH:24]1([NH:30][C:22]2[C:2]([F:1])=[CH:3][C:4]3[C:5]([CH:21]=2)=[N:6][C:7]2[N:8]([CH3:20])[CH:9]=[C:10]([C:15]([O:17][CH2:18][CH3:19])=[O:16])[C:11](=[O:14])[C:12]=2[CH:13]=3)[CH2:29][CH2:28][CH2:27][CH2:26][CH2:25]1. The catalyst class is: 16.